From a dataset of Forward reaction prediction with 1.9M reactions from USPTO patents (1976-2016). Predict the product of the given reaction. (1) Given the reactants [CH3:1][C:2]1[CH:7]=[C:6]([O:8]C)[C:5]([C:10]2[CH:15]=[CH:14][CH:13]=[CH:12][CH:11]=2)=[CH:4][C:3]=1[C:16]1[C:25]2[C:20](=[CH:21][CH:22]=[CH:23][C:24]=2[C:26]2[CH:31]=[C:30]([C:32]3[CH:37]=[CH:36][CH:35]=[CH:34][CH:33]=3)[C:29]([O:38]C)=[CH:28][C:27]=2[CH3:40])[CH:19]=[CH:18][CH:17]=1.B(Br)(Br)Br, predict the reaction product. The product is: [OH:8][C:6]1[C:5]([C:10]2[CH:11]=[CH:12][CH:13]=[CH:14][CH:15]=2)=[CH:4][C:3]([C:16]2[C:25]3[C:20](=[CH:21][CH:22]=[CH:23][C:24]=3[C:26]3[CH:31]=[C:30]([C:32]4[CH:33]=[CH:34][CH:35]=[CH:36][CH:37]=4)[C:29]([OH:38])=[CH:28][C:27]=3[CH3:40])[CH:19]=[CH:18][CH:17]=2)=[C:2]([CH3:1])[CH:7]=1. (2) Given the reactants [Cl:1][C:2]1[CH:3]=[C:4]2[C:8](=[CH:9][CH:10]=1)[N:7]([S:11]([C:14]1[CH:19]=[CH:18][C:17]([O:20][CH3:21])=[CH:16][C:15]=1[O:22][C:23]([F:26])([F:25])[F:24])(=[O:13])=[O:12])[C:6](=[O:27])[C:5]2([N:42]1[CH2:51][C@H:50]([OH:52])[CH2:49][C@H:43]1[C:44]([N:46]([CH3:48])[CH3:47])=[O:45])[C:28]1[CH:33]=[C:32]([CH2:34][CH:35]=[CH:36][CH2:37][CH2:38][OH:39])[CH:31]=[CH:30][C:29]=1[O:40][CH3:41], predict the reaction product. The product is: [Cl:1][C:2]1[CH:3]=[C:4]2[C:8](=[CH:9][CH:10]=1)[N:7]([S:11]([C:14]1[CH:19]=[CH:18][C:17]([O:20][CH3:21])=[CH:16][C:15]=1[O:22][C:23]([F:24])([F:26])[F:25])(=[O:12])=[O:13])[C:6](=[O:27])[C:5]2([N:42]1[CH2:51][C@H:50]([OH:52])[CH2:49][C@H:43]1[C:44]([N:46]([CH3:48])[CH3:47])=[O:45])[C:28]1[CH:33]=[C:32]([CH2:34][CH2:35][CH2:36][CH2:37][CH2:38][OH:39])[CH:31]=[CH:30][C:29]=1[O:40][CH3:41]. (3) The product is: [Cl:1][C:2]1[CH:3]=[C:4]([CH:21]=[CH:22][C:23]=1[O:24][CH3:25])[CH2:5][NH:6][C:7]1[C:12]([C:13]([OH:15])=[O:14])=[C:11]([O:17][CH3:18])[N:10]=[C:9]([S:19][CH3:20])[N:8]=1. Given the reactants [Cl:1][C:2]1[CH:3]=[C:4]([CH:21]=[CH:22][C:23]=1[O:24][CH3:25])[CH2:5][NH:6][C:7]1[C:12]([C:13]([O:15]C)=[O:14])=[C:11]([O:17][CH3:18])[N:10]=[C:9]([S:19][CH3:20])[N:8]=1.[OH-].[Na+].O.C(O)(=O)CC(CC(O)=O)(C(O)=O)O, predict the reaction product. (4) Given the reactants Cl[C:2]([O:4][CH3:5])=[O:3].[NH2:6][CH2:7][C@@H:8]1[CH2:11][C@H:10]([N:12]2[C:16]3[N:17]=[CH:18][N:19]=[C:20]([NH2:21])[C:15]=3[C:14]([C:22]3[CH:27]=[CH:26][CH:25]=[C:24]([O:28][CH2:29][C:30]45[O:36][CH:33]([CH2:34][CH2:35]4)[CH2:32][CH2:31]5)[CH:23]=3)=[CH:13]2)[CH2:9]1.C(N(CC)CC)C, predict the reaction product. The product is: [CH3:5][O:4][C:2](=[O:3])[NH:6][CH2:7][CH:8]1[CH2:9][CH:10]([N:12]2[C:16]3[N:17]=[CH:18][N:19]=[C:20]([NH2:21])[C:15]=3[C:14]([C:22]3[CH:27]=[CH:26][CH:25]=[C:24]([O:28][CH2:29][C:30]45[O:36][CH:33]([CH2:32][CH2:31]4)[CH2:34][CH2:35]5)[CH:23]=3)=[CH:13]2)[CH2:11]1. (5) Given the reactants [Cl:1][C:2]1[CH:3]=[C:4]([C:8]2[C:21]([CH3:22])=[C:20]([C:23]#[N:24])[C:11]3[N:12]=[C:13]([C:15]([N:17]([CH3:19])[CH3:18])=[O:16])[O:14][C:10]=3[C:9]=2F)[CH:5]=[CH:6][CH:7]=1.C(N(CC)CC)C.[CH3:33][NH:34][C@H:35]1[CH2:39][CH2:38][NH:37][CH2:36]1, predict the reaction product. The product is: [Cl:1][C:2]1[CH:3]=[C:4]([C:8]2[C:21]([CH3:22])=[C:20]([C:23]#[N:24])[C:11]3[N:12]=[C:13]([C:15]([N:17]([CH3:19])[CH3:18])=[O:16])[O:14][C:10]=3[C:9]=2[N:37]2[CH2:38][CH2:39][C@H:35]([NH:34][CH3:33])[CH2:36]2)[CH:5]=[CH:6][CH:7]=1. (6) Given the reactants [O:1]1[CH2:6][CH:5]=[C:4]([C:7]2[N:12]=[C:11]([C:13]3[CH:18]=[CH:17][C:16]([NH:19]C(=O)OC(C)(C)C)=[CH:15][CH:14]=3)[N:10]=[C:9]3[N:27]([CH2:30][C:31]([F:34])([F:33])[F:32])[N:28]=[CH:29][C:8]=23)[CH2:3][CH2:2]1.FC(F)(F)C(O)=O, predict the reaction product. The product is: [O:1]1[CH2:2][CH:3]=[C:4]([C:7]2[N:12]=[C:11]([C:13]3[CH:14]=[CH:15][C:16]([NH2:19])=[CH:17][CH:18]=3)[N:10]=[C:9]3[N:27]([CH2:30][C:31]([F:34])([F:33])[F:32])[N:28]=[CH:29][C:8]=23)[CH2:5][CH2:6]1.